Dataset: Full USPTO retrosynthesis dataset with 1.9M reactions from patents (1976-2016). Task: Predict the reactants needed to synthesize the given product. (1) The reactants are: N1C=CC=CC=1.[NH2:7][C:8]1[CH:13]=[CH:12][NH:11][C:10](=[O:14])[CH:9]=1.[C:15]1([CH2:21][C:22](Cl)=[O:23])[CH:20]=[CH:19][CH:18]=[CH:17][CH:16]=1. Given the product [O:14]=[C:10]1[CH:9]=[C:8]([NH:7][C:22](=[O:23])[CH2:21][C:15]2[CH:20]=[CH:19][CH:18]=[CH:17][CH:16]=2)[CH:13]=[CH:12][NH:11]1, predict the reactants needed to synthesize it. (2) Given the product [CH3:13][O:12][CH:11]([O:14][CH3:15])[CH2:10][S:8][C:5]1[CH:6]=[CH:7][C:2]([F:1])=[CH:3][CH:4]=1, predict the reactants needed to synthesize it. The reactants are: [F:1][C:2]1[CH:7]=[CH:6][C:5]([SH:8])=[CH:4][CH:3]=1.Br[CH2:10][CH:11]([O:14][CH3:15])[O:12][CH3:13].CO.C[O-].[Na+]. (3) Given the product [C:21]([C:18]1[CH:17]=[CH:16][C:15]([CH:13]([OH:14])[C:10]2[N:9]([S:23]([N:26]([CH3:27])[CH3:28])(=[O:24])=[O:25])[CH:8]=[N:12][CH:11]=2)=[CH:20][CH:19]=1)#[N:22], predict the reactants needed to synthesize it. The reactants are: [Si]([C:8]1[N:9]([S:23]([N:26]([CH3:28])[CH3:27])(=[O:25])=[O:24])[C:10]([CH:13]([C:15]2[CH:20]=[CH:19][C:18]([C:21]#[N:22])=[CH:17][CH:16]=2)[OH:14])=[CH:11][N:12]=1)(C(C)(C)C)(C)C.CC(O)=O.O. (4) The reactants are: [NH2:1][C:2]1[CH:7]=[CH:6][N:5]=[CH:4][CH:3]=1.C([O:10][C:11](=O)[CH2:12][N+:13]#[C-:14])C.CN(C)C=[O:19]. Given the product [N:5]1[CH:6]=[CH:7][C:2]([N:1]2[C:11](=[O:10])[CH2:12][NH:13][C:14]2=[O:19])=[CH:3][CH:4]=1, predict the reactants needed to synthesize it. (5) Given the product [OH:1][C@H:2]1[CH2:6][N:5]([C:7]([O:9][C:10]([CH3:11])([CH3:12])[CH3:13])=[O:8])[C@H:4]([CH2:14][OH:15])[CH2:3]1, predict the reactants needed to synthesize it. The reactants are: [OH:1][C@H:2]1[CH2:6][N:5]([C:7]([O:9][C:10]([CH3:13])([CH3:12])[CH3:11])=[O:8])[C@H:4]([C:14]([O-])=[O:15])[CH2:3]1.